This data is from Reaction yield outcomes from USPTO patents with 853,638 reactions. The task is: Predict the reaction yield, written as a fraction of the theoretical maximum amount of product (1.0 means a 100% yield; for example, 0.34 means a 34% yield). (1) The reactants are Br[C:2]1[C:7](=[O:8])[N:6]([CH2:9][C:10]2[CH:15]=[CH:14][C:13]([C:16]3[C:17]([C:22]#[N:23])=[CH:18][CH:19]=[CH:20][CH:21]=3)=[CH:12][CH:11]=2)[C:5]([CH2:24][CH2:25][CH3:26])=[N:4][C:3]=1[CH2:27][CH3:28].[CH:29]([O:32][C:33]1[N:38]=[CH:37][C:36](B(O)O)=[CH:35][CH:34]=1)([CH3:31])[CH3:30].C(=O)([O-])[O-].[Cs+].[Cs+].O1CCOCC1. The catalyst is C(OCC)(=O)C.C1C=CC(P(C2C=CC=CC=2)[C-]2C=CC=C2)=CC=1.C1C=CC(P(C2C=CC=CC=2)[C-]2C=CC=C2)=CC=1.Cl[Pd]Cl.[Fe+2].ClCCl. The product is [CH2:27]([C:3]1[N:4]=[C:5]([CH2:24][CH2:25][CH3:26])[N:6]([CH2:9][C:10]2[CH:15]=[CH:14][C:13]([C:16]3[C:17]([C:22]#[N:23])=[CH:18][CH:19]=[CH:20][CH:21]=3)=[CH:12][CH:11]=2)[C:7](=[O:8])[C:2]=1[C:36]1[CH:37]=[N:38][C:33]([O:32][CH:29]([CH3:31])[CH3:30])=[CH:34][CH:35]=1)[CH3:28]. The yield is 0.840. (2) The product is [CH3:40][O:39][C:34]1[CH:33]=[C:32]([O:41][CH3:42])[CH:31]=[C:30]2[C:35]=1[C:36](=[O:38])[NH:37][CH:28]=[N:29]2. The reactants are F.F.F.C(N(CC)CC)C.[Si](OCCOC1C=C(F)C([C:28]2[NH:37][C:36](=[O:38])[C:35]3[C:30](=[CH:31][C:32]([O:41][CH3:42])=[CH:33][C:34]=3[O:39][CH3:40])[N:29]=2)=NC=1)(C(C)(C)C)(C)C. The catalyst is C1COCC1. The yield is 0.970. (3) The reactants are [NH2:1][CH:2]([CH2:12]CC1C=CC(C(C)(C)C)=CC=1)[CH:3]([C:5]1[CH:10]=[CH:9][C:8]([F:11])=[CH:7][CH:6]=1)[OH:4].[Cl:24][C:25]1[CH:34]=[CH:33][CH:32]=[C:31]2[C:26]=1[CH:27]=[CH:28][CH:29]=[C:30]2[C:35]([OH:37])=O.O.ON1[C:44]2[CH:45]=[CH:46][CH:47]=[CH:48][C:43]=2N=N1.Cl.C(N=C=N[CH2:55][CH2:56][CH2:57]N(C)C)C.[CH3:61]N(C)C=O. The catalyst is C(OCC)(=O)C. The product is [C:56]([C:43]1[CH:48]=[CH:47][C:46]([CH2:12][CH:2]([NH:1][C:35]([C:30]2[C:31]3[C:26](=[C:25]([Cl:24])[CH:34]=[CH:33][CH:32]=3)[CH:27]=[CH:28][CH:29]=2)=[O:37])[CH:3]([C:5]2[CH:10]=[CH:9][C:8]([F:11])=[CH:7][CH:6]=2)[OH:4])=[CH:45][CH:44]=1)([CH3:57])([CH3:61])[CH3:55]. The yield is 0.570. (4) The reactants are [Br:1][C:2]1[N:7]=[C:6]([NH2:8])[CH:5]=[CH:4][CH:3]=1.[H-].[Na+].CS(O[CH2:16][CH:17]1[CH2:22][O:21][CH2:20][C:19]([CH3:24])([CH3:23])[O:18]1)(=O)=O. The catalyst is CN(C=O)C.CCOC(C)=O. The yield is 0.390. The product is [Br:1][C:2]1[N:7]=[C:6]([NH:8][CH2:16][CH:17]2[CH2:22][O:21][CH2:20][C:19]([CH3:24])([CH3:23])[O:18]2)[CH:5]=[CH:4][CH:3]=1. (5) The reactants are C(OC([NH:11][C@H:12]1[CH:21]2[CH:16]3[CH:17]4[CH:18]5[CH:20]2[CH:19]5[CH:14]([CH:15]34)[C@H:13]1[C:22]([O:24][CH3:25])=[O:23])=O)C1C=CC=CC=1.[ClH:26].O1CCOCC1. The catalyst is C(OCC)(=O)C.CO.[Pd].C(OCC)C. The product is [ClH:26].[NH2:11][C@H:12]1[CH:21]2[CH:16]3[CH:17]4[CH:18]5[CH:20]2[CH:19]5[CH:14]([CH:15]34)[C@H:13]1[C:22]([O:24][CH3:25])=[O:23]. The yield is 0.320. (6) The reactants are [Cl:1][C:2]1[N:3]=[N:4][C:5](I)=[CH:6][CH:7]=1.[C:9]([O:13][CH2:14][CH3:15])(=[O:12])[CH:10]=[CH2:11].C1(C)C=CC=CC=1P(C1C=CC=CC=1C)C1C=CC=CC=1C. The yield is 0.0800. The product is [Cl:1][C:2]1[N:3]=[N:4][C:5](/[CH:11]=[CH:10]/[C:9]([O:13][CH2:14][CH3:15])=[O:12])=[CH:6][CH:7]=1. The catalyst is CN(C=O)C.C(N(C(C)C)CC)(C)C.O.C([O-])(=O)C.[Pd+2].C([O-])(=O)C.